Task: Regression/Classification. Given a drug SMILES string, predict its absorption, distribution, metabolism, or excretion properties. Task type varies by dataset: regression for continuous measurements (e.g., permeability, clearance, half-life) or binary classification for categorical outcomes (e.g., BBB penetration, CYP inhibition). Dataset: hlm.. Dataset: Human liver microsome stability data (1) The compound is O=C(Nc1ccc(-c2ccncc2)cc1)C1COc2ccccc2O1. The result is 1 (stable in human liver microsomes). (2) The result is 0 (unstable in human liver microsomes). The molecule is COc1cccc(CN(CCCN2CCCC2)C(=O)Nc2ccc(-c3cn[nH]c3)cc2)c1. (3) The compound is CSc1nncc(-c2cnnc(SC)n2)n1. The result is 1 (stable in human liver microsomes). (4) The drug is CS(=O)(=O)Nc1ccc2c(c1)S(=O)(=O)NC(C1=C(O)C3CCCCC3N(Cc3ccc(F)cc3)C1=O)=N2. The result is 0 (unstable in human liver microsomes). (5) The compound is CC1CC(=O)NN=C1c1ccc(OCCCN2CCC[C@H]2C)cc1. The result is 0 (unstable in human liver microsomes).